This data is from Forward reaction prediction with 1.9M reactions from USPTO patents (1976-2016). The task is: Predict the product of the given reaction. (1) Given the reactants [F:1][C:2]1[CH:3]=[C:4]2[C:8](=[CH:9][CH:10]=1)[NH:7][CH:6]=[C:5]2[CH2:11][CH2:12][NH2:13].[CH:14]1([CH:17]=O)[CH2:16][CH2:15]1, predict the reaction product. The product is: [CH:14]1([CH2:17][NH:13][CH2:12][CH2:11][C:5]2[C:4]3[C:8](=[CH:9][CH:10]=[C:2]([F:1])[CH:3]=3)[NH:7][CH:6]=2)[CH2:16][CH2:15]1. (2) Given the reactants I[C:2]1[C:6]([C:7]([N:9]([O:11][CH3:12])[CH3:10])=[O:8])=[CH:5][N:4]([CH2:13][C:14]2[CH:19]=[CH:18][C:17]([O:20][CH3:21])=[CH:16][CH:15]=2)[N:3]=1.[F:22][C:23]1[CH:28]=[CH:27][C:26](B(O)O)=[CH:25][CH:24]=1.C(N(C(C)C)C(C)C)C.CCOC(C)=O, predict the reaction product. The product is: [F:22][C:23]1[CH:28]=[CH:27][C:26]([C:2]2[C:6]([C:7]([N:9]([O:11][CH3:12])[CH3:10])=[O:8])=[CH:5][N:4]([CH2:13][C:14]3[CH:19]=[CH:18][C:17]([O:20][CH3:21])=[CH:16][CH:15]=3)[N:3]=2)=[CH:25][CH:24]=1. (3) Given the reactants [CH2:1]([O:3][C:4]([CH:6]1[C:11](=[O:12])[NH:10][C:9]([S:13][CH3:14])=[N:8][CH:7]1[C:15]1[CH:20]=[CH:19][CH:18]=[CH:17][CH:16]=1)=[O:5])[CH3:2].ClC1C(=O)C(C#N)=C(C#N)C(=O)C=1Cl, predict the reaction product. The product is: [CH2:1]([O:3][C:4]([C:6]1[C:11](=[O:12])[NH:10][C:9]([S:13][CH3:14])=[N:8][C:7]=1[C:15]1[CH:16]=[CH:17][CH:18]=[CH:19][CH:20]=1)=[O:5])[CH3:2]. (4) Given the reactants C(O)(=O)C.[Si]([O:12][CH2:13][CH2:14][CH2:15][N:16]([CH3:24])[C:17](=[O:23])[O:18][C:19]([CH3:22])([CH3:21])[CH3:20])(C(C)(C)C)(C)C.CCOC(C)=O.CCCCCC, predict the reaction product. The product is: [C:19]([O:18][C:17](=[O:23])[N:16]([CH2:15][CH2:14][CH2:13][OH:12])[CH3:24])([CH3:22])([CH3:20])[CH3:21]. (5) Given the reactants F[C:2]1[CH:3]=[CH:4][C:5]([N+:9]([O-:11])=[O:10])=[C:6]([CH3:8])[CH:7]=1.[F:12][C:13]([F:28])([F:27])[C:14]1[CH:19]=[CH:18][C:17](N2C=CC=CC2=O)=[CH:16][CH:15]=1.[C:29]([O-:32])([O-])=O.[Cs+].[Cs+].O, predict the reaction product. The product is: [CH3:8][C:6]1[CH:7]=[C:2]([N:9]2[CH:5]=[CH:4][C:3]([C:17]3[CH:16]=[CH:15][C:14]([C:13]([F:12])([F:27])[F:28])=[CH:19][CH:18]=3)=[CH:2][C:29]2=[O:32])[CH:3]=[CH:4][C:5]=1[N+:9]([O-:11])=[O:10]. (6) Given the reactants [OH:1][C:2]1[CH:3]=[C:4]([CH:8]=[CH:9][N:10]=1)[C:5]([OH:7])=[O:6].S(Cl)(Cl)=O.[CH3:15]O, predict the reaction product. The product is: [OH:1][C:2]1[CH:3]=[C:4]([CH:8]=[CH:9][N:10]=1)[C:5]([O:7][CH3:15])=[O:6].